Dataset: NCI-60 drug combinations with 297,098 pairs across 59 cell lines. Task: Regression. Given two drug SMILES strings and cell line genomic features, predict the synergy score measuring deviation from expected non-interaction effect. (1) Drug 1: C1CC(C1)(C(=O)O)C(=O)O.[NH2-].[NH2-].[Pt+2]. Drug 2: CC1=C2C(C(=O)C3(C(CC4C(C3C(C(C2(C)C)(CC1OC(=O)C(C(C5=CC=CC=C5)NC(=O)C6=CC=CC=C6)O)O)OC(=O)C7=CC=CC=C7)(CO4)OC(=O)C)O)C)OC(=O)C. Cell line: UO-31. Synergy scores: CSS=0.160, Synergy_ZIP=-0.0769, Synergy_Bliss=0.174, Synergy_Loewe=-15.9, Synergy_HSA=-1.73. (2) Drug 1: C1=CC(=C2C(=C1NCCNCCO)C(=O)C3=C(C=CC(=C3C2=O)O)O)NCCNCCO. Drug 2: CC=C1C(=O)NC(C(=O)OC2CC(=O)NC(C(=O)NC(CSSCCC=C2)C(=O)N1)C(C)C)C(C)C. Cell line: NCIH23. Synergy scores: CSS=86.9, Synergy_ZIP=-1.95, Synergy_Bliss=-1.74, Synergy_Loewe=-0.735, Synergy_HSA=3.86.